Dataset: Reaction yield outcomes from USPTO patents with 853,638 reactions. Task: Predict the reaction yield, written as a fraction of the theoretical maximum amount of product (1.0 means a 100% yield; for example, 0.34 means a 34% yield). (1) The reactants are [NH2:1][C:2]1[C:3]([F:22])=[C:4]([C:10]([C:12]2[CH:13]=[C:14]3[C:19](=[CH:20][CH:21]=2)[N:18]=[CH:17][CH:16]=[N:15]3)=[O:11])[C:5]([F:9])=[C:6]([F:8])[CH:7]=1.[CH2:23]([S:26](Cl)(=[O:28])=[O:27])[CH2:24][CH3:25]. The catalyst is C(Cl)Cl. The product is [CH2:23]([S:26]([N:1]([C:2]1[CH:7]=[C:6]([F:8])[C:5]([F:9])=[C:4]([C:10]([C:12]2[CH:13]=[C:14]3[C:19](=[CH:20][CH:21]=2)[N:18]=[CH:17][CH:16]=[N:15]3)=[O:11])[C:3]=1[F:22])[S:26]([CH2:23][CH2:24][CH3:25])(=[O:28])=[O:27])(=[O:28])=[O:27])[CH2:24][CH3:25]. The yield is 0.330. (2) No catalyst specified. The reactants are [OH:1][C:2]1[C:6]([CH3:15])([CH2:7][CH2:8][CH2:9][CH2:10][CH2:11][CH2:12][CH2:13][CH3:14])[S:5][C:4](=[O:16])[C:3]=1[CH3:17].S(OC)(O[CH3:22])(=O)=O. The product is [CH3:22][O:1][C:2]1[C:6]([CH3:15])([CH2:7][CH2:8][CH2:9][CH2:10][CH2:11][CH2:12][CH2:13][CH3:14])[S:5][C:4](=[O:16])[C:3]=1[CH3:17]. The yield is 0.710. (3) The reactants are Cl[C:2]1[N:7]=[C:6]([NH:8][C@H:9]([CH2:12][CH3:13])[CH2:10][OH:11])[C:5]([C:14]2[S:15][CH:16]=[CH:17][CH:18]=2)=[CH:4][N:3]=1.[NH2:19][C:20]1[CH:25]=[CH:24][C:23]([S@:26]([CH:34]2[CH2:36][CH2:35]2)(=[N:28][C:29]([O:31][CH2:32][CH3:33])=[O:30])=[O:27])=[CH:22][CH:21]=1. No catalyst specified. The product is [CH2:32]([O:31][C:29]([N:28]=[S@:26]([C:23]1[CH:22]=[CH:21][C:20]([NH:19][C:2]2[N:7]=[C:6]([NH:8][C@@H:9]([CH2:10][OH:11])[CH2:12][CH3:13])[C:5]([C:14]3[S:15][CH:16]=[CH:17][CH:18]=3)=[CH:4][N:3]=2)=[CH:25][CH:24]=1)([CH:34]1[CH2:35][CH2:36]1)=[O:27])=[O:30])[CH3:33]. The yield is 0.400. (4) The reactants are [Cl:1][C:2]1[CH:3]=[N:4][CH:5]=[C:6]([Cl:16])[C:7]=1[N:8]1[CH2:13][CH2:12][CH:11]([C:14]#[N:15])[CH2:10][CH2:9]1.[Li+].[CH3:18]C([N-]C(C)C)C.CI.O. The catalyst is C1COCC1. The product is [Cl:1][C:2]1[CH:3]=[N:4][CH:5]=[C:6]([Cl:16])[C:7]=1[N:8]1[CH2:13][CH2:12][C:11]([CH3:18])([C:14]#[N:15])[CH2:10][CH2:9]1. The yield is 0.360. (5) The reactants are [Br:1][C:2]1[CH:7]=[CH:6][C:5](CCN)=[C:4]([C:11]([CH3:14])([CH3:13])[CH3:12])[CH:3]=1.[CH2:15]([N:17](CC)[CH2:18][CH3:19])[CH3:16].C(Cl)(=[O:24])C.O. The catalyst is ClCCl.CN(C)C1C=CN=CC=1. The product is [Br:1][C:2]1[CH:7]=[CH:6][C:5]([N:17]([CH2:18][CH3:19])[C:15](=[O:24])[CH3:16])=[C:4]([C:11]([CH3:12])([CH3:13])[CH3:14])[CH:3]=1. The yield is 0.860.